From a dataset of Reaction yield outcomes from USPTO patents with 853,638 reactions. Predict the reaction yield, written as a fraction of the theoretical maximum amount of product (1.0 means a 100% yield; for example, 0.34 means a 34% yield). (1) The reactants are [C:1]([N:8]1[C:20]2[CH:19]=[CH:18][C:17]([CH3:21])=[CH:16][C:15]=2[C:14]2[C:9]1=[CH:10][CH:11]=[CH:12][CH:13]=2)([O:3][C:4]([CH3:7])([CH3:6])[CH3:5])=[O:2].[Br:22]N1C(=O)CCC1=O.C(OOC(=O)C1C=CC=CC=1)(=O)C1C=CC=CC=1. The catalyst is C(Cl)(Cl)(Cl)Cl. The product is [C:1]([N:8]1[C:20]2[CH:19]=[CH:18][C:17]([CH2:21][Br:22])=[CH:16][C:15]=2[C:14]2[C:9]1=[CH:10][CH:11]=[CH:12][CH:13]=2)([O:3][C:4]([CH3:7])([CH3:6])[CH3:5])=[O:2]. The yield is 0.800. (2) The reactants are [C:1]([C:4]1[CH:11]=[CH:10][C:7]([CH:8]=O)=[CH:6][CH:5]=1)([OH:3])=[O:2].[F:12][C:13]1[CH:18]=[CH:17][C:16]([CH2:19][CH2:20][C:21](=[O:28])[CH2:22][C:23]([O:25][CH2:26][CH3:27])=[O:24])=[CH:15][CH:14]=1.N1CCCCC1. The catalyst is C1C=CC=CC=1. The product is [CH2:26]([O:25][C:23]([C:22]([C:21](=[O:28])[CH2:20][CH2:19][C:16]1[CH:15]=[CH:14][C:13]([F:12])=[CH:18][CH:17]=1)=[CH:8][C:7]1[CH:10]=[CH:11][C:4]([C:1]([OH:3])=[O:2])=[CH:5][CH:6]=1)=[O:24])[CH3:27]. The yield is 0.250.